This data is from Reaction yield outcomes from USPTO patents with 853,638 reactions. The task is: Predict the reaction yield, written as a fraction of the theoretical maximum amount of product (1.0 means a 100% yield; for example, 0.34 means a 34% yield). (1) The reactants are C[Mg]Cl.[C:4]([O:8][C:9](=[O:24])[NH:10][C@@H:11]1[CH2:16][CH2:15][CH2:14][CH2:13][C@H:12]1[N:17]1[CH:21]=[CH:20][C:19]([CH:22]=O)=[CH:18]1)([CH3:7])([CH3:6])[CH3:5].[CH2:25]([SiH](CC)CC)C.FC(F)(F)C(O)=O. The catalyst is O1CCCC1. The product is [C:4]([O:8][C:9](=[O:24])[NH:10][C@@H:11]1[CH2:16][CH2:15][CH2:14][CH2:13][C@H:12]1[N:17]1[CH:21]=[CH:20][C:19]([CH2:22][CH3:25])=[CH:18]1)([CH3:7])([CH3:6])[CH3:5]. The yield is 0.280. (2) The reactants are COC(=O)C[S:5][C:6](=S)[C:7]1[CH:12]=[CH:11][CH:10]=[CH:9][CH:8]=1.[NH2:15][NH2:16]. The catalyst is C(O)C. The product is [C:6]([NH:15][NH2:16])(=[S:5])[C:7]1[CH:12]=[CH:11][CH:10]=[CH:9][CH:8]=1. The yield is 0.940.